From a dataset of Experimentally validated miRNA-target interactions with 360,000+ pairs, plus equal number of negative samples. Binary Classification. Given a miRNA mature sequence and a target amino acid sequence, predict their likelihood of interaction. (1) The miRNA is hsa-miR-6769b-5p with sequence UGGUGGGUGGGGAGGAGAAGUGC. The protein sequence of the target gene is MLPARLPFRLLSLFLRGSAPTAARHGLREPLLERRCAAASSFQHSSSLGRELPYDPVDTEGFGEGGDMQERFLFPEYILDPEPQPTREKQLQELQQQQEEEERQRQQRREERRQQNLRARSREHPVVGHPDPALPPSGVNCSGCGAELHCQDAGVPGYLPREKFLRTAEADGGLARTVCQRCWLLSHHRRALRLQVSREQYLELVSAALRRPGPSLVLYMVDLLDLPDALLPDLPALVGPKQLIVLGNKVDLLPQDAPGYRQRLRERLWEDCARAGLLLAPGHQGPQRPVKDEPQDGENP.... Result: 0 (no interaction). (2) Result: 0 (no interaction). The miRNA is mmu-miR-1912-5p with sequence UGCUCAUUGCAUGGGCUGUGUA. The protein sequence of the target gene is MKQPIMADGPRCKRRKQANPRRKNVVNYDNVVDAGSETDEEDKLHIAEDDSLANPLDQDTSPASMPNHESSPHMSQGLLPREEEEEELRESVVEHSWHSGEILQASVAGPEEMKEDYDAMGPEATIQTTINNGTVKNANCTSDFEEYFAKRKLEERDGHAVSIEEYLQRSDTAIIYPEAPEELSRLGTPEANGQEENDLPPGTPDAFAQLLTCPYCDRGYKRLTSLKEHIKYRHEKNEENFSCPLCSYTFAYRTQLERHMVTHKPGTDQHQMLTQGAGNRKFKCTECGKAFKYKHHLKEH.... (3) The miRNA is hsa-miR-449c-5p with sequence UAGGCAGUGUAUUGCUAGCGGCUGU. Result: 1 (interaction). The protein sequence of the target gene is MSLLGDPLQALPPSAAPTGPLLAPPAGATLNRLREPLLRRLSELLDQAPEGRGWRRLAELAGSRGRLRLSCLDLEQCSLKVLEPEGSPSLCLLKLMGEKGCTVTELSDFLQAMEHTEVLQLLSPPGIKITVNPESKAVLAGQFVKLCCRATGHPFVQYQWFKMNKEIPNGNTSELIFNAVHVKDAGFYVCRVNNNFTFEFSQWSQLDVCDIPESFQRSVDGVSESKLQICVEPTSQKLMPGSTLVLQCVAVGSPIPHYQWFKNELPLTHETKKLYMVPYVDLEHQGTYWCHVYNDRDSQD.... (4) The miRNA is hsa-miR-520a-5p with sequence CUCCAGAGGGAAGUACUUUCU. The protein sequence of the target gene is MSYTSTDSDHNESPAADDNGSDCRSRWDGHALKKGPWSSAEDDILIDYVNKHGEGNWNAVQKHTSLFRCGKSCRLRWANHLRPNLKKGAFSQEEEQLIVELHAKMGNRWARMAAHLPGRTDNEIKNYWNTRIKRRQRAGLPLYPPEMHVEALEWSQEYAKSRVMGEDRRHQDFLQLGSCESNVFFDTLNFTDMVPGTFDLADMTAYKNMGNCASSPRYENFMTPTIPSSKRLWESELLYPGCSSTIKQEFSSPEQFRNTSPQTISKTCSFSVPCDVEHPLYGNRHSPVMIPDSHTPTDGI.... Result: 0 (no interaction).